From a dataset of CYP3A4 substrate classification data from Carbon-Mangels et al.. Regression/Classification. Given a drug SMILES string, predict its absorption, distribution, metabolism, or excretion properties. Task type varies by dataset: regression for continuous measurements (e.g., permeability, clearance, half-life) or binary classification for categorical outcomes (e.g., BBB penetration, CYP inhibition). Dataset: cyp3a4_substrate_carbonmangels. The molecule is C[C@H](N)C(=O)c1ccccc1. The result is 0 (non-substrate).